Dataset: CYP3A4 inhibition data for predicting drug metabolism from PubChem BioAssay. Task: Regression/Classification. Given a drug SMILES string, predict its absorption, distribution, metabolism, or excretion properties. Task type varies by dataset: regression for continuous measurements (e.g., permeability, clearance, half-life) or binary classification for categorical outcomes (e.g., BBB penetration, CYP inhibition). Dataset: cyp3a4_veith. The molecule is O=C(c1ccco1)N1CCC2(CC1)CCN(c1ccccc1)CC2. The result is 0 (non-inhibitor).